From a dataset of Forward reaction prediction with 1.9M reactions from USPTO patents (1976-2016). Predict the product of the given reaction. Given the reactants [CH3:1][S:2][C:3]1[CH:11]=[CH:10][C:9]([N:12]2[CH:16]=[N:15][N:14]=[N:13]2)=[CH:8][C:4]=1[C:5]([OH:7])=[O:6].OO.C(O)(=[O:21])C.[OH2:23], predict the reaction product. The product is: [CH3:1][S:2]([C:3]1[CH:11]=[CH:10][C:9]([N:12]2[CH:16]=[N:15][N:14]=[N:13]2)=[CH:8][C:4]=1[C:5]([OH:7])=[O:6])(=[O:21])=[O:23].